Dataset: Forward reaction prediction with 1.9M reactions from USPTO patents (1976-2016). Task: Predict the product of the given reaction. (1) Given the reactants [F:1][C:2]([F:12])([F:11])[C:3]1[CH:4]=[CH:5][C:6]([NH:9][NH2:10])=[N:7][CH:8]=1.[C:13]([C:15](=[C:21](OCC)[CH3:22])[C:16]([O:18][CH2:19][CH3:20])=[O:17])#[N:14].C(O)C.Cl, predict the reaction product. The product is: [NH2:14][C:13]1[N:9]([C:6]2[CH:5]=[CH:4][C:3]([C:2]([F:1])([F:11])[F:12])=[CH:8][N:7]=2)[N:10]=[C:21]([CH3:22])[C:15]=1[C:16]([O:18][CH2:19][CH3:20])=[O:17]. (2) Given the reactants [I:1][C:2]1[C:3]2[S:9][C:8]([CH3:10])=[CH:7][C:4]=2[NH:5][N:6]=1.IC1N([CH2:17][C:18]([O:20][C:21]([CH3:24])([CH3:23])[CH3:22])=[O:19])N=C2C=C(C)SC=12, predict the reaction product. The product is: [I:1][C:2]1[C:3]2[S:9][C:8]([CH3:10])=[CH:7][C:4]=2[N:5]([CH2:17][C:18]([O:20][C:21]([CH3:24])([CH3:23])[CH3:22])=[O:19])[N:6]=1. (3) Given the reactants O[CH2:2][C@@H:3]1[N:8]([CH2:9][C:10]([OH:24])([C:12]2[CH:13]=[C:14]3[C:19](=[CH:20][CH:21]=2)[C:18](=[O:22])[O:17][C@@H:16]([CH3:23])[CH2:15]3)[CH3:11])[CH2:7][CH2:6][N:5]([C:25]([O:27][C:28]([CH3:31])([CH3:30])[CH3:29])=[O:26])[CH2:4]1.C(C=P(CCCC)(CCCC)CCCC)#N, predict the reaction product. The product is: [CH3:11][C@:10]1([C:12]2[CH:13]=[C:14]3[C:19](=[CH:20][CH:21]=2)[C:18](=[O:22])[O:17][C@H:16]([CH3:23])[CH2:15]3)[O:24][CH2:2][C@@H:3]2[CH2:4][N:5]([C:25]([O:27][C:28]([CH3:31])([CH3:30])[CH3:29])=[O:26])[CH2:6][CH2:7][N:8]2[CH2:9]1. (4) The product is: [NH2:16][CH2:15][CH2:14][CH2:13][CH2:12][CH2:11][C:10]([NH:9][O:8][CH2:1][C:2]1[CH:7]=[CH:6][CH:5]=[CH:4][CH:3]=1)=[O:24]. Given the reactants [CH2:1]([O:8][NH:9][C:10](=[O:24])[CH2:11][CH2:12][CH2:13][CH2:14][CH2:15][NH:16]C(OC(C)(C)C)=O)[C:2]1[CH:7]=[CH:6][CH:5]=[CH:4][CH:3]=1.FC(F)(F)C(O)=O, predict the reaction product. (5) Given the reactants F[C:2]1[CH:10]=[CH:9][CH:8]=[CH:7][C:3]=1[C:4]([OH:6])=[O:5].[CH:11]([N-:14][CH:15]([CH3:17])[CH3:16])([CH3:13])[CH3:12].[Li+], predict the reaction product. The product is: [CH:11]([N:14]([CH:15]([CH3:17])[CH3:16])[C:2]1[CH:10]=[CH:9][CH:8]=[CH:7][C:3]=1[C:4]([OH:6])=[O:5])([CH3:13])[CH3:12]. (6) Given the reactants [I:1][CH2:2][CH2:3][OH:4].[NH2:5][C:6]1[C:14]([C:15](O)=[O:16])=[CH:13][CH:12]=[CH:11][C:7]=1[C:8]([OH:10])=[O:9].C1CCC(N=C=NC2CCCCC2)CC1, predict the reaction product. The product is: [NH2:5][C:6]1[C:14]([C:15]([O:4][CH2:3][CH2:2][I:1])=[O:16])=[CH:13][CH:12]=[CH:11][C:7]=1[C:8]([OH:10])=[O:9].